This data is from Forward reaction prediction with 1.9M reactions from USPTO patents (1976-2016). The task is: Predict the product of the given reaction. (1) Given the reactants Cl.NC[CH2:4][C:5]1[CH:6]=[C:7](B(O)O)[CH:8]=[CH:9][CH:10]=1.Br[C:15]1[CH:20]=[CH:19][C:18]([C:21]([F:24])([F:23])[F:22])=[CH:17][CH:16]=1.P([O-])([O-])([O-])=O.[K+].[K+].[K+].[N:33]#N, predict the reaction product. The product is: [F:22][C:21]([F:24])([F:23])[C:18]1[CH:19]=[CH:20][C:15]([C:9]2[CH:8]=[CH:7][CH:6]=[C:5]([CH2:4][NH2:33])[CH:10]=2)=[CH:16][CH:17]=1. (2) Given the reactants [Br:1][C:2]1[CH:3]=[C:4]([C:8]2([CH3:15])[NH:13][C:12](=O)[CH2:11][O:10][CH2:9]2)[CH:5]=[CH:6][CH:7]=1.COC1C=CC(P2(SP(C3C=CC(OC)=CC=3)(=S)S2)=[S:25])=CC=1.CCOC(C)=O, predict the reaction product. The product is: [Br:1][C:2]1[CH:3]=[C:4]([C:8]2([CH3:15])[NH:13][C:12](=[S:25])[CH2:11][O:10][CH2:9]2)[CH:5]=[CH:6][CH:7]=1. (3) Given the reactants Cl[C:2]1[C:3]2[S:10][C:9]([C:11]3[CH:12]=[N:13][N:14]([CH3:16])[CH:15]=3)=[CH:8][C:4]=2[N:5]=[CH:6][N:7]=1.[CH2:17]([NH:24][C:25]([N:27]1[CH2:32][CH2:31][NH:30][CH2:29][CH2:28]1)=[O:26])[C:18]1[CH:23]=[CH:22][CH:21]=[CH:20][CH:19]=1.C(N(CC)CC)C, predict the reaction product. The product is: [CH2:17]([NH:24][C:25]([N:27]1[CH2:32][CH2:31][N:30]([C:2]2[C:3]3[S:10][C:9]([C:11]4[CH:12]=[N:13][N:14]([CH3:16])[CH:15]=4)=[CH:8][C:4]=3[N:5]=[CH:6][N:7]=2)[CH2:29][CH2:28]1)=[O:26])[C:18]1[CH:23]=[CH:22][CH:21]=[CH:20][CH:19]=1. (4) The product is: [Br:1][C:2]1[CH:10]=[C:6]([NH2:23])[C:5]([N:11]([CH2:16][CH:17]([CH3:19])[CH3:18])[CH2:12][CH:13]([CH3:15])[CH3:14])=[C:4]([F:20])[CH:3]=1. Given the reactants [Br:1][C:2]1[CH:3]=[C:4]([F:20])[C:5]([N:11]([CH2:16][CH:17]([CH3:19])[CH3:18])[CH2:12][CH:13]([CH3:15])[CH3:14])=[C:6]([CH:10]=1)C(O)=O.C([N:23](CC)CC)C.P(N=[N+]=[N-])(=O)(OC1C=CC=CC=1)OC1C=CC=CC=1.C(O)(C)(C)C.C(=O)(OC(C)(C)C)N, predict the reaction product. (5) Given the reactants Cl.CN(C)CCCN=C=NCC.[Br:13][C:14]1[CH:19]=[CH:18][C:17]([N:20]2[CH2:25][CH2:24][CH2:23][C@H:22]([NH:26][C:27](=[O:32])[CH2:28][C:29]([OH:31])=O)[CH2:21]2)=[C:16]([F:33])[CH:15]=1.[NH2:34][C@@H:35]1[CH2:40][CH2:39][C@H:38]([OH:41])[CH2:37][CH2:36]1.ON1C2C=CC=CC=2N=N1.C(N(CC)CC)C, predict the reaction product. The product is: [Br:13][C:14]1[CH:19]=[CH:18][C:17]([N:20]2[CH2:25][CH2:24][CH2:23][C@H:22]([NH:26][C:27](=[O:32])[CH2:28][C:29]([NH:34][C@H:35]3[CH2:40][CH2:39][C@@H:38]([OH:41])[CH2:37][CH2:36]3)=[O:31])[CH2:21]2)=[C:16]([F:33])[CH:15]=1. (6) Given the reactants C(O[C:4]1[CH:5]=[C:6]([CH:9]=[CH:10][C:11]=1[C:12]([F:15])([F:14])[F:13])C#N)C.C([Si](C)(C)Cl)(C)(C)C.C[Mg]Br.C([O:29]CC)C.[NH4+].[Cl-].[CH2:34]1[CH2:38][O:37][CH2:36][CH2:35]1, predict the reaction product. The product is: [CH2:38]([O:37][C:36]1[CH:35]=[C:6]([C:9](=[O:29])[CH3:10])[CH:5]=[CH:4][C:11]=1[C:12]([F:15])([F:14])[F:13])[CH3:34]. (7) Given the reactants [Cl:1][C:2]1[CH:11]=[CH:10][C:9]([CH2:12][NH:13][C:14](=[O:19])[C:15]([CH3:18])([CH3:17])[CH3:16])=[CH:8][C:3]=1[C:4]([O:6]C)=[O:5].O1CCOCC1.[OH-].[Li+].Cl, predict the reaction product. The product is: [Cl:1][C:2]1[CH:11]=[CH:10][C:9]([CH2:12][NH:13][C:14](=[O:19])[C:15]([CH3:17])([CH3:16])[CH3:18])=[CH:8][C:3]=1[C:4]([OH:6])=[O:5].